Dataset: NCI-60 drug combinations with 297,098 pairs across 59 cell lines. Task: Regression. Given two drug SMILES strings and cell line genomic features, predict the synergy score measuring deviation from expected non-interaction effect. (1) Drug 1: CC1=C(N=C(N=C1N)C(CC(=O)N)NCC(C(=O)N)N)C(=O)NC(C(C2=CN=CN2)OC3C(C(C(C(O3)CO)O)O)OC4C(C(C(C(O4)CO)O)OC(=O)N)O)C(=O)NC(C)C(C(C)C(=O)NC(C(C)O)C(=O)NCCC5=NC(=CS5)C6=NC(=CS6)C(=O)NCCC[S+](C)C)O. Drug 2: CC12CCC3C(C1CCC2OP(=O)(O)O)CCC4=C3C=CC(=C4)OC(=O)N(CCCl)CCCl.[Na+]. Cell line: COLO 205. Synergy scores: CSS=29.1, Synergy_ZIP=0.501, Synergy_Bliss=3.98, Synergy_Loewe=1.80, Synergy_HSA=3.34. (2) Drug 1: C1=CC(=C2C(=C1NCCNCCO)C(=O)C3=C(C=CC(=C3C2=O)O)O)NCCNCCO. Drug 2: C1CN(CCN1C(=O)CCBr)C(=O)CCBr. Cell line: HCT-15. Synergy scores: CSS=43.7, Synergy_ZIP=-0.0569, Synergy_Bliss=3.60, Synergy_Loewe=-6.78, Synergy_HSA=6.42. (3) Cell line: 786-0. Drug 1: CS(=O)(=O)C1=CC(=C(C=C1)C(=O)NC2=CC(=C(C=C2)Cl)C3=CC=CC=N3)Cl. Synergy scores: CSS=19.2, Synergy_ZIP=-12.9, Synergy_Bliss=-21.5, Synergy_Loewe=-31.4, Synergy_HSA=-21.7. Drug 2: C1=NC2=C(N1)C(=S)N=CN2. (4) Drug 1: CC1=C(C(=CC=C1)Cl)NC(=O)C2=CN=C(S2)NC3=CC(=NC(=N3)C)N4CCN(CC4)CCO. Drug 2: CC1=C(N=C(N=C1N)C(CC(=O)N)NCC(C(=O)N)N)C(=O)NC(C(C2=CN=CN2)OC3C(C(C(C(O3)CO)O)O)OC4C(C(C(C(O4)CO)O)OC(=O)N)O)C(=O)NC(C)C(C(C)C(=O)NC(C(C)O)C(=O)NCCC5=NC(=CS5)C6=NC(=CS6)C(=O)NCCC[S+](C)C)O. Cell line: MDA-MB-435. Synergy scores: CSS=2.87, Synergy_ZIP=7.30, Synergy_Bliss=9.63, Synergy_Loewe=-0.790, Synergy_HSA=-1.11. (5) Drug 2: CS(=O)(=O)CCNCC1=CC=C(O1)C2=CC3=C(C=C2)N=CN=C3NC4=CC(=C(C=C4)OCC5=CC(=CC=C5)F)Cl. Drug 1: CC12CCC(CC1=CCC3C2CCC4(C3CC=C4C5=CN=CC=C5)C)O. Cell line: 786-0. Synergy scores: CSS=3.46, Synergy_ZIP=-3.25, Synergy_Bliss=-1.40, Synergy_Loewe=-6.72, Synergy_HSA=-2.63.